This data is from Full USPTO retrosynthesis dataset with 1.9M reactions from patents (1976-2016). The task is: Predict the reactants needed to synthesize the given product. (1) Given the product [CH:18]([O:17][C:15]([N:11]1[C:10]2[C:9](=[CH:24][C:23]3[CH2:41][CH2:40][CH2:42][C:22]=3[CH:21]=2)[CH:8]([N:7]([CH2:6][C:5]2[CH:4]=[C:3]([C:2]([F:1])([F:39])[F:38])[CH:33]=[C:32]([C:34]([F:36])([F:37])[F:35])[CH:31]=2)[C:26]2[N:30]=[N:29][NH:28][N:27]=2)[CH2:14][CH2:13][CH2:12]1)=[O:16])([CH3:20])[CH3:19], predict the reactants needed to synthesize it. The reactants are: [F:1][C:2]([F:39])([F:38])[C:3]1[CH:4]=[C:5]([CH:31]=[C:32]([C:34]([F:37])([F:36])[F:35])[CH:33]=1)[CH2:6][N:7]([C:26]1[NH:30][N:29]=[N:28][N:27]=1)[CH:8]1[CH2:14][CH2:13][CH2:12][N:11]([C:15]([O:17][CH:18]([CH3:20])[CH3:19])=[O:16])[C:10]2[CH:21]=[C:22](Cl)[CH:23]=[CH:24][C:9]1=2.[CH:40](OC(N1C2C(=CC3CCCC=3C=2)C(NCC2C=C(C(F)(F)F)C=C(C(F)(F)F)C=2)CCC1)=O)([CH3:42])[CH3:41]. (2) The reactants are: [H-].[Na+].[Br:3][C:4]1[CH:9]=[CH:8][C:7]([N:10]2[CH:14]=[N:13][N:12]=[C:11]2[OH:15])=[CH:6][CH:5]=1.[CH3:16][Si:17]([CH3:24])([CH3:23])[CH2:18][CH2:19][O:20][CH2:21]Cl. Given the product [Br:3][C:4]1[CH:5]=[CH:6][C:7]([N:10]2[C:11](=[O:15])[N:12]([CH2:21][O:20][CH2:19][CH2:18][Si:17]([CH3:24])([CH3:23])[CH3:16])[N:13]=[CH:14]2)=[CH:8][CH:9]=1, predict the reactants needed to synthesize it.